This data is from Forward reaction prediction with 1.9M reactions from USPTO patents (1976-2016). The task is: Predict the product of the given reaction. (1) Given the reactants [NH2:1][C:2]1[C:11]2[N:12]=[C:13]([CH3:23])[N:14]([CH2:15][C:16]([CH3:22])([CH3:21])[CH2:17][C:18](=O)[CH3:19])[C:10]=2[C:9]2[CH:8]=[CH:7][CH:6]=[CH:5][C:4]=2[N:3]=1.Cl.[CH3:25][O:26][NH2:27], predict the reaction product. The product is: [CH3:25][O:26][N:27]=[C:18]([CH2:17][C:16]([CH3:21])([CH3:22])[CH2:15][N:14]1[C:10]2[C:9]3[CH:8]=[CH:7][CH:6]=[CH:5][C:4]=3[N:3]=[C:2]([NH2:1])[C:11]=2[N:12]=[C:13]1[CH3:23])[CH3:19]. (2) Given the reactants Br[C:2]1[N:7]=[CH:6][C:5]([C:8]2[C:16]3[C:11](=[CH:12][C:13]([F:17])=[CH:14][CH:15]=3)[N:10]([S:18]([C:21]3[CH:26]=[CH:25][CH:24]=[CH:23][CH:22]=3)(=[O:20])=[O:19])[CH:9]=2)=[CH:4][CH:3]=1.Br.C([O-])([O-])=[O:29].[Na+].[Na+], predict the reaction product. The product is: [F:17][C:13]1[CH:12]=[C:11]2[C:16]([C:8]([C:5]3[CH:4]=[CH:3][C:2](=[O:29])[NH:7][CH:6]=3)=[CH:9][N:10]2[S:18]([C:21]2[CH:26]=[CH:25][CH:24]=[CH:23][CH:22]=2)(=[O:20])=[O:19])=[CH:15][CH:14]=1. (3) Given the reactants Br[C:2]1[CH:3]=[C:4]2[C:9](=[C:10]3[CH:15]=[CH:14][CH:13]=[N:12][C:11]=13)[N:8]=[CH:7][N:6]([C@@H:16]1[C@@H:21]([OH:22])[CH2:20][CH2:19][O:18][CH2:17]1)[C:5]2=[O:23].C([O-])(=O)C.[K+].[B:29]1(B2OC(C)(C)C(C)(C)O2)[O:33]C(C)(C)C(C)(C)[O:30]1.ClCCl.[OH-].[Na+], predict the reaction product. The product is: [OH:22][C@H:21]1[CH2:20][CH2:19][O:18][CH2:17][C@@H:16]1[N:6]1[C:5](=[O:23])[C:4]2[C:9](=[C:10]3[CH:15]=[CH:14][CH:13]=[N:12][C:11]3=[C:2]([B:29]([OH:33])[OH:30])[CH:3]=2)[N:8]=[CH:7]1. (4) Given the reactants [CH2:1]([O:3][C:4]1[CH:9]=[CH:8][C:7]([F:10])=[CH:6][CH:5]=1)[CH3:2].C([Li])CCC.C[O:17]B(OC)OC.OO.S([O-])([O-])=O.[Na+].[Na+], predict the reaction product. The product is: [CH2:1]([O:3][C:4]1[CH:5]=[CH:6][C:7]([F:10])=[C:8]([OH:17])[CH:9]=1)[CH3:2]. (5) The product is: [NH2:13][C:5]1[C:6]([CH3:12])=[C:7]([C:2]([Cl:1])=[CH:3][CH:4]=1)[C:8]([O:10][CH3:11])=[O:9]. Given the reactants [Cl:1][C:2]1[C:7]([C:8]([O:10][CH3:11])=[O:9])=[C:6]([CH3:12])[C:5]([N+:13]([O-])=O)=[CH:4][CH:3]=1.ClC1C(C(OC)=O)=C(C)C=CC=1[N+]([O-])=O.O.O.Cl[Sn]Cl, predict the reaction product. (6) Given the reactants Cl[C:2]1[N:7]=[CH:6][C:5]2[O:8][C:9]3[C:14]([C@@:15]4([CH2:19][O:18][C:17]([NH2:20])=[N:16]4)[C:4]=2[CH:3]=1)=[CH:13][C:12]([C:21]1[C:22]([F:27])=[N:23][CH:24]=[CH:25][CH:26]=1)=[CH:11][CH:10]=3.P([O-])([O-])([O-])=O.[K+].[K+].[K+].[O:36]1[CH2:41][CH:40]=[C:39](B2OC(C)(C)C(C)(C)O2)[CH2:38][CH2:37]1, predict the reaction product. The product is: [O:36]1[CH2:37][CH:38]=[C:39]([C:2]2[N:7]=[CH:6][C:5]3[O:8][C:9]4[C:14]([C@@:15]5([CH2:19][O:18][C:17]([NH2:20])=[N:16]5)[C:4]=3[CH:3]=2)=[CH:13][C:12]([C:21]2[C:22]([F:27])=[N:23][CH:24]=[CH:25][CH:26]=2)=[CH:11][CH:10]=4)[CH2:40][CH2:41]1. (7) The product is: [C:1]([Si:5]([CH3:8])([CH3:7])[O:17][CH2:16][CH2:15][C:12]1[CH:13]=[CH:14][C:9]([CH2:18][CH2:19][OH:20])=[CH:10][CH:11]=1)([CH3:4])([CH3:3])[CH3:2]. Given the reactants [C:1]([Si:5]([CH3:8])([CH3:7])Cl)([CH3:4])([CH3:3])[CH3:2].[C:9]1([CH2:18][CH2:19][OH:20])[CH:14]=[CH:13][C:12]([CH2:15][CH2:16][OH:17])=[CH:11][CH:10]=1.N1C=CN=C1, predict the reaction product.